Dataset: NCI-60 drug combinations with 297,098 pairs across 59 cell lines. Task: Regression. Given two drug SMILES strings and cell line genomic features, predict the synergy score measuring deviation from expected non-interaction effect. (1) Drug 1: CCCS(=O)(=O)NC1=C(C(=C(C=C1)F)C(=O)C2=CNC3=C2C=C(C=N3)C4=CC=C(C=C4)Cl)F. Drug 2: C(CN)CNCCSP(=O)(O)O. Cell line: OVCAR-8. Synergy scores: CSS=0.325, Synergy_ZIP=0.411, Synergy_Bliss=1.63, Synergy_Loewe=-0.615, Synergy_HSA=-0.580. (2) Drug 1: C1=CC(=CC=C1CCC2=CNC3=C2C(=O)NC(=N3)N)C(=O)NC(CCC(=O)O)C(=O)O. Drug 2: CCC(=C(C1=CC=CC=C1)C2=CC=C(C=C2)OCCN(C)C)C3=CC=CC=C3.C(C(=O)O)C(CC(=O)O)(C(=O)O)O. Cell line: EKVX. Synergy scores: CSS=4.02, Synergy_ZIP=-0.458, Synergy_Bliss=0.146, Synergy_Loewe=-0.667, Synergy_HSA=-1.07. (3) Drug 1: CN(CC1=CN=C2C(=N1)C(=NC(=N2)N)N)C3=CC=C(C=C3)C(=O)NC(CCC(=O)O)C(=O)O. Drug 2: C1CC(C1)(C(=O)O)C(=O)O.[NH2-].[NH2-].[Pt+2]. Cell line: U251. Synergy scores: CSS=46.7, Synergy_ZIP=-7.14, Synergy_Bliss=-5.57, Synergy_Loewe=-28.1, Synergy_HSA=-4.06. (4) Drug 1: C1CCN(CC1)CCOC2=CC=C(C=C2)C(=O)C3=C(SC4=C3C=CC(=C4)O)C5=CC=C(C=C5)O. Drug 2: C1=CC=C(C(=C1)C(C2=CC=C(C=C2)Cl)C(Cl)Cl)Cl. Cell line: MOLT-4. Synergy scores: CSS=16.4, Synergy_ZIP=-3.45, Synergy_Bliss=-2.72, Synergy_Loewe=-2.90, Synergy_HSA=-3.71. (5) Drug 1: CC1OCC2C(O1)C(C(C(O2)OC3C4COC(=O)C4C(C5=CC6=C(C=C35)OCO6)C7=CC(=C(C(=C7)OC)O)OC)O)O. Drug 2: CC1=C(C=C(C=C1)C(=O)NC2=CC(=CC(=C2)C(F)(F)F)N3C=C(N=C3)C)NC4=NC=CC(=N4)C5=CN=CC=C5. Cell line: HT29. Synergy scores: CSS=19.4, Synergy_ZIP=-2.03, Synergy_Bliss=6.99, Synergy_Loewe=-0.523, Synergy_HSA=3.05. (6) Drug 1: CCC1=CC2CC(C3=C(CN(C2)C1)C4=CC=CC=C4N3)(C5=C(C=C6C(=C5)C78CCN9C7C(C=CC9)(C(C(C8N6C)(C(=O)OC)O)OC(=O)C)CC)OC)C(=O)OC.C(C(C(=O)O)O)(C(=O)O)O. Cell line: A498. Synergy scores: CSS=32.8, Synergy_ZIP=0.395, Synergy_Bliss=3.90, Synergy_Loewe=2.71, Synergy_HSA=7.62. Drug 2: CC1CCC2CC(C(=CC=CC=CC(CC(C(=O)C(C(C(=CC(C(=O)CC(OC(=O)C3CCCCN3C(=O)C(=O)C1(O2)O)C(C)CC4CCC(C(C4)OC)OCCO)C)C)O)OC)C)C)C)OC.